This data is from Full USPTO retrosynthesis dataset with 1.9M reactions from patents (1976-2016). The task is: Predict the reactants needed to synthesize the given product. (1) Given the product [N:1]([CH2:4][CH2:5][O:6][CH2:7][CH2:8][O:9][CH2:10][CH2:11][O:12][CH2:13][CH2:14][O:15][NH:16][C:17]([C:19]1[CH:28]=[C:27]([C:29]([OH:31])=[O:30])[C:26]2[C:25]3[NH:33][C:34]([C:36]([OH:38])=[O:37])=[CH:35][C:24]=3[C:23](=[O:40])[C:22](=[O:44])[C:21]=2[N:20]=1)=[O:18])=[N+:2]=[N-:3], predict the reactants needed to synthesize it. The reactants are: [N:1]([CH2:4][CH2:5][O:6][CH2:7][CH2:8][O:9][CH2:10][CH2:11][O:12][CH2:13][CH2:14][O:15][NH:16][C:17]([C:19]1[CH:28]=[C:27]([C:29]([O:31]C)=[O:30])[C:26]2[C:25]3[NH:33][C:34]([C:36]([O:38]C)=[O:37])=[CH:35][C:24]=3[C:23]3(OCC[O:40]3)[C:22](=[O:44])[C:21]=2[N:20]=1)=[O:18])=[N+:2]=[N-:3].Cl.C(Cl)Cl.CO.[Li+].[OH-]. (2) Given the product [OH:18][CH2:17][C:16](=[CH2:15])[CH2:19][O:20][C:4]1[CH:11]=[CH:10][CH:9]=[C:8]([N+:12]([O-:14])=[O:13])[C:5]=1[C:6]#[N:7], predict the reactants needed to synthesize it. The reactants are: [N+]([C:4]1[CH:11]=[CH:10][CH:9]=[C:8]([N+:12]([O-:14])=[O:13])[C:5]=1[C:6]#[N:7])([O-])=O.[CH2:15]=[C:16]([CH2:19][OH:20])[CH2:17][OH:18]. (3) The reactants are: [Cl:1][C:2]1[CH:3]=[C:4]([C:23]([O:25]C)=[O:24])[C:5]([CH3:22])=[C:6]([CH:21]=1)[O:7][CH:8]1[CH2:13][CH2:12][N:11]([C:14]([O:16][C:17]([CH3:20])([CH3:19])[CH3:18])=[O:15])[CH2:10][CH2:9]1.[OH-].[Na+]. Given the product [C:17]([O:16][C:14]([N:11]1[CH2:10][CH2:9][CH:8]([O:7][C:6]2[C:5]([CH3:22])=[C:4]([CH:3]=[C:2]([Cl:1])[CH:21]=2)[C:23]([OH:25])=[O:24])[CH2:13][CH2:12]1)=[O:15])([CH3:20])([CH3:19])[CH3:18], predict the reactants needed to synthesize it. (4) Given the product [CH3:34][C:24]1[CH:29]=[CH:28][C:27]([S:30]([O:23][CH2:22][CH2:21][C:18]2[CH:17]=[CH:16][C:15]([C:11]3([CH2:10][S:7]([C:1]4[CH:2]=[CH:3][CH:4]=[CH:5][CH:6]=4)(=[O:8])=[O:9])[CH2:14][O:13][CH2:12]3)=[CH:20][CH:19]=2)(=[O:32])=[O:31])=[CH:26][CH:25]=1, predict the reactants needed to synthesize it. The reactants are: [C:1]1([S:7]([CH2:10][C:11]2([C:15]3[CH:20]=[CH:19][C:18]([CH2:21][CH2:22][OH:23])=[CH:17][CH:16]=3)[CH2:14][O:13][CH2:12]2)(=[O:9])=[O:8])[CH:6]=[CH:5][CH:4]=[CH:3][CH:2]=1.[C:24]1([CH3:34])[CH:29]=[CH:28][C:27]([S:30](Cl)(=[O:32])=[O:31])=[CH:26][CH:25]=1. (5) Given the product [O:14]1[C:18]2([CH2:23][CH2:22][CH:21]([CH2:24][OH:25])[CH2:20][CH2:19]2)[O:17][CH2:16][CH2:15]1, predict the reactants needed to synthesize it. The reactants are: [H-].[H-].[H-].[H-].[Li+].[Al+3].CC(O)C.C(=O)=O.[O:14]1[C:18]2([CH2:23][CH2:22][CH:21]([C:24](OCC)=[O:25])[CH2:20][CH2:19]2)[O:17][CH2:16][CH2:15]1. (6) Given the product [Cl:55][C:50]1[CH:49]=[C:48]([CH:53]=[CH:52][C:51]=1[Cl:54])[CH2:47][O:46][C:43]1[CH:42]=[CH:41][C:40]([C@H:38]2[CH2:37][O:36][C:32]3=[CH:33][C:34]4[CH2:35][C@@H:26]([C:24]([NH:23][C@@H:6]([CH2:7][C:8]5[CH:9]=[CH:10][C:11]([O:14][C:15]6[CH:20]=[CH:19][N:18]=[C:17]([CH3:21])[C:16]=6[CH3:22])=[CH:12][CH:13]=5)[C:5]([OH:4])=[O:56])=[O:25])[N:27]([CH2:65][C:63]5[CH:62]=[CH:61][CH:60]=[C:59]([O:58][CH3:57])[N:64]=5)[CH2:28][C:29]=4[CH:30]=[C:31]3[O:39]2)=[CH:45][CH:44]=1, predict the reactants needed to synthesize it. The reactants are: Cl.Cl.C[O:4][C:5](=[O:56])[C@@H:6]([NH:23][C:24]([C@@H:26]1[CH2:35][C:34]2[CH:33]=[C:32]3[O:36][CH2:37][C@H:38]([C:40]4[CH:45]=[CH:44][C:43]([O:46][CH2:47][C:48]5[CH:53]=[CH:52][C:51]([Cl:54])=[C:50]([Cl:55])[CH:49]=5)=[CH:42][CH:41]=4)[O:39][C:31]3=[CH:30][C:29]=2[CH2:28][NH:27]1)=[O:25])[CH2:7][C:8]1[CH:13]=[CH:12][C:11]([O:14][C:15]2[CH:20]=[CH:19][N:18]=[C:17]([CH3:21])[C:16]=2[CH3:22])=[CH:10][CH:9]=1.[CH3:57][O:58][C:59]1[N:64]=[C:63]([CH:65]=O)[CH:62]=[CH:61][CH:60]=1.